This data is from Full USPTO retrosynthesis dataset with 1.9M reactions from patents (1976-2016). The task is: Predict the reactants needed to synthesize the given product. Given the product [CH3:39][N:40]([CH2:31][C:30]1[CH:29]=[C:28]([C@H:25]2[O:24][C:23](=[O:36])[N:22]([CH2:21][C:12]3[CH:13]=[C:14]([C:17]([F:20])([F:19])[F:18])[CH:15]=[CH:16][C:11]=3[C:5]3[CH:6]=[C:7]([CH:8]([CH3:10])[CH3:9])[C:2]([F:1])=[CH:3][C:4]=3[O:37][CH3:38])[C@H:26]2[CH3:27])[CH:35]=[CH:34][CH:33]=1)[CH3:41], predict the reactants needed to synthesize it. The reactants are: [F:1][C:2]1[C:7]([CH:8]([CH3:10])[CH3:9])=[CH:6][C:5]([C:11]2[CH:16]=[CH:15][C:14]([C:17]([F:20])([F:19])[F:18])=[CH:13][C:12]=2[CH2:21][N:22]2[C@@H:26]([CH3:27])[C@@H:25]([C:28]3[CH:29]=[C:30]([CH:33]=[CH:34][CH:35]=3)[CH:31]=O)[O:24][C:23]2=[O:36])=[C:4]([O:37][CH3:38])[CH:3]=1.[CH3:39][NH:40][CH3:41].[BH4-].[Na+].